This data is from Peptide-MHC class I binding affinity with 185,985 pairs from IEDB/IMGT. The task is: Regression. Given a peptide amino acid sequence and an MHC pseudo amino acid sequence, predict their binding affinity value. This is MHC class I binding data. (1) The MHC is HLA-B44:03 with pseudo-sequence HLA-B44:03. The binding affinity (normalized) is 0. The peptide sequence is RPMTFKAAV. (2) The peptide sequence is ILPSDAPVL. The MHC is HLA-E01:01 with pseudo-sequence HLA-E01:03. The binding affinity (normalized) is 0.872. (3) The peptide sequence is FLKPEETFV. The MHC is HLA-A02:11 with pseudo-sequence HLA-A02:11. The binding affinity (normalized) is 1.00. (4) The peptide sequence is FSRVYGEV. The MHC is H-2-Db with pseudo-sequence H-2-Db. The binding affinity (normalized) is 0. (5) The peptide sequence is EIPGSPGSY. The MHC is HLA-B44:02 with pseudo-sequence HLA-B44:02. The binding affinity (normalized) is 0.0847. (6) The peptide sequence is HTPQFLFQL. The MHC is HLA-A11:01 with pseudo-sequence HLA-A11:01. The binding affinity (normalized) is 0.